Dataset: NCI-60 drug combinations with 297,098 pairs across 59 cell lines. Task: Regression. Given two drug SMILES strings and cell line genomic features, predict the synergy score measuring deviation from expected non-interaction effect. (1) Drug 1: C1CCN(CC1)CCOC2=CC=C(C=C2)C(=O)C3=C(SC4=C3C=CC(=C4)O)C5=CC=C(C=C5)O. Drug 2: C(CN)CNCCSP(=O)(O)O. Cell line: NCI-H460. Synergy scores: CSS=7.46, Synergy_ZIP=1.90, Synergy_Bliss=0.588, Synergy_Loewe=-2.69, Synergy_HSA=-2.66. (2) Drug 1: CC1C(C(CC(O1)OC2CC(CC3=C2C(=C4C(=C3O)C(=O)C5=C(C4=O)C(=CC=C5)OC)O)(C(=O)CO)O)N)O.Cl. Drug 2: B(C(CC(C)C)NC(=O)C(CC1=CC=CC=C1)NC(=O)C2=NC=CN=C2)(O)O. Cell line: MDA-MB-435. Synergy scores: CSS=66.2, Synergy_ZIP=6.78, Synergy_Bliss=4.92, Synergy_Loewe=-19.0, Synergy_HSA=2.54. (3) Drug 1: CN(C)N=NC1=C(NC=N1)C(=O)N. Drug 2: CCC(=C(C1=CC=CC=C1)C2=CC=C(C=C2)OCCN(C)C)C3=CC=CC=C3.C(C(=O)O)C(CC(=O)O)(C(=O)O)O. Cell line: CCRF-CEM. Synergy scores: CSS=25.0, Synergy_ZIP=5.69, Synergy_Bliss=6.60, Synergy_Loewe=3.67, Synergy_HSA=5.64. (4) Drug 1: COC1=CC(=CC(=C1O)OC)C2C3C(COC3=O)C(C4=CC5=C(C=C24)OCO5)OC6C(C(C7C(O6)COC(O7)C8=CC=CS8)O)O. Drug 2: C1=C(C(=O)NC(=O)N1)N(CCCl)CCCl. Cell line: K-562. Synergy scores: CSS=60.6, Synergy_ZIP=-6.91, Synergy_Bliss=-5.66, Synergy_Loewe=-1.23, Synergy_HSA=1.36. (5) Drug 1: C1C(C(OC1N2C=C(C(=O)NC2=O)F)CO)O. Drug 2: C(CC(=O)O)C(=O)CN.Cl. Cell line: HL-60(TB). Synergy scores: CSS=34.3, Synergy_ZIP=-6.04, Synergy_Bliss=1.47, Synergy_Loewe=-56.2, Synergy_HSA=2.06. (6) Drug 1: CC1CCC2CC(C(=CC=CC=CC(CC(C(=O)C(C(C(=CC(C(=O)CC(OC(=O)C3CCCCN3C(=O)C(=O)C1(O2)O)C(C)CC4CCC(C(C4)OC)OCCO)C)C)O)OC)C)C)C)OC. Drug 2: CCC1(CC2CC(C3=C(CCN(C2)C1)C4=CC=CC=C4N3)(C5=C(C=C6C(=C5)C78CCN9C7C(C=CC9)(C(C(C8N6C)(C(=O)OC)O)OC(=O)C)CC)OC)C(=O)OC)O.OS(=O)(=O)O. Cell line: K-562. Synergy scores: CSS=20.2, Synergy_ZIP=7.92, Synergy_Bliss=8.17, Synergy_Loewe=5.32, Synergy_HSA=6.22. (7) Drug 1: C1=CC(=CC=C1CCC2=CNC3=C2C(=O)NC(=N3)N)C(=O)NC(CCC(=O)O)C(=O)O. Drug 2: C1=C(C(=O)NC(=O)N1)F. Cell line: NCI-H226. Synergy scores: CSS=21.0, Synergy_ZIP=-3.26, Synergy_Bliss=3.01, Synergy_Loewe=7.24, Synergy_HSA=7.52. (8) Drug 1: CN(C)C1=NC(=NC(=N1)N(C)C)N(C)C. Drug 2: C1=CC(=CC=C1CC(C(=O)O)N)N(CCCl)CCCl.Cl. Cell line: NCI/ADR-RES. Synergy scores: CSS=12.4, Synergy_ZIP=-1.38, Synergy_Bliss=3.18, Synergy_Loewe=-1.62, Synergy_HSA=0.683. (9) Drug 2: COC1=C2C(=CC3=C1OC=C3)C=CC(=O)O2. Cell line: BT-549. Drug 1: CC1=C(C=C(C=C1)NC(=O)C2=CC=C(C=C2)CN3CCN(CC3)C)NC4=NC=CC(=N4)C5=CN=CC=C5. Synergy scores: CSS=-6.22, Synergy_ZIP=-1.71, Synergy_Bliss=-8.47, Synergy_Loewe=-6.69, Synergy_HSA=-8.37.